Dataset: Catalyst prediction with 721,799 reactions and 888 catalyst types from USPTO. Task: Predict which catalyst facilitates the given reaction. Reactant: [CH3:1][O:2][C:3](=[O:18])[CH2:4][N:5]1[C:10]2[CH:11]=[CH:12][CH:13]=[CH:14][C:9]=2[O:8][C:7]([CH3:16])([CH3:15])[C:6]1=O.COC1C=CC(P2(SP(C3C=CC(OC)=CC=3)(=S)S2)=[S:28])=CC=1.O.C(=O)([O-])O.[Na+]. Product: [CH3:1][O:2][C:3](=[O:18])[CH2:4][N:5]1[C:10]2[CH:11]=[CH:12][CH:13]=[CH:14][C:9]=2[O:8][C:7]([CH3:16])([CH3:15])[C:6]1=[S:28]. The catalyst class is: 11.